From a dataset of NCI-60 drug combinations with 297,098 pairs across 59 cell lines. Regression. Given two drug SMILES strings and cell line genomic features, predict the synergy score measuring deviation from expected non-interaction effect. (1) Drug 2: C1=CN(C(=O)N=C1N)C2C(C(C(O2)CO)O)O.Cl. Synergy scores: CSS=-1.29, Synergy_ZIP=-2.66, Synergy_Bliss=-1.92, Synergy_Loewe=-9.20, Synergy_HSA=-2.79. Drug 1: CNC(=O)C1=CC=CC=C1SC2=CC3=C(C=C2)C(=NN3)C=CC4=CC=CC=N4. Cell line: NCI-H322M. (2) Drug 1: CC1=CC=C(C=C1)C2=CC(=NN2C3=CC=C(C=C3)S(=O)(=O)N)C(F)(F)F. Drug 2: C1=NC2=C(N=C(N=C2N1C3C(C(C(O3)CO)O)F)Cl)N. Cell line: CCRF-CEM. Synergy scores: CSS=22.7, Synergy_ZIP=-1.24, Synergy_Bliss=-2.16, Synergy_Loewe=-66.6, Synergy_HSA=-4.78. (3) Drug 1: CC12CCC(CC1=CCC3C2CCC4(C3CC=C4C5=CN=CC=C5)C)O. Drug 2: CC1=CC2C(CCC3(C2CCC3(C(=O)C)OC(=O)C)C)C4(C1=CC(=O)CC4)C. Cell line: U251. Synergy scores: CSS=10.1, Synergy_ZIP=-2.79, Synergy_Bliss=2.48, Synergy_Loewe=3.38, Synergy_HSA=3.19. (4) Drug 1: CC12CCC(CC1=CCC3C2CCC4(C3CC=C4C5=CN=CC=C5)C)O. Drug 2: C1=CC(=CC=C1C#N)C(C2=CC=C(C=C2)C#N)N3C=NC=N3. Cell line: SNB-19. Synergy scores: CSS=0.623, Synergy_ZIP=-0.457, Synergy_Bliss=-1.68, Synergy_Loewe=-2.37, Synergy_HSA=-1.59. (5) Drug 1: COC1=CC(=CC(=C1O)OC)C2C3C(COC3=O)C(C4=CC5=C(C=C24)OCO5)OC6C(C(C7C(O6)COC(O7)C8=CC=CS8)O)O. Drug 2: C1=CC(=CC=C1CCCC(=O)O)N(CCCl)CCCl. Cell line: OVCAR-5. Synergy scores: CSS=31.8, Synergy_ZIP=-7.26, Synergy_Bliss=2.43, Synergy_Loewe=-2.55, Synergy_HSA=5.71.